Dataset: Forward reaction prediction with 1.9M reactions from USPTO patents (1976-2016). Task: Predict the product of the given reaction. (1) Given the reactants [F:1][C:2]([F:37])([F:36])[C:3]1[CH:4]=[C:5]([CH:29]=[C:30]([C:32]([F:35])([F:34])[F:33])[CH:31]=1)[CH2:6][N:7]([CH2:15][C:16]1[CH:24]=[C:23]([C:25]([F:28])([F:27])[F:26])[CH:22]=[CH:21][C:17]=1C(O)=O)[C:8]1[N:13]=[CH:12][C:11]([Br:14])=[CH:10][N:9]=1.O(P(N=[N+]=[N-])([O:47][C:48]1[CH:53]=CC=CC=1)=O)C1C=CC=CC=1.C([N:59]([CH2:62]C)CC)C.Cl.[O:65]1CCCC1, predict the reaction product. The product is: [F:34][C:32]([F:35])([F:33])[C:30]1[CH:29]=[C:5]([CH:4]=[C:3]([C:2]([F:1])([F:36])[F:37])[CH:31]=1)[CH2:6][N:7]([CH2:15][C:16]1[CH:24]=[C:23]([C:25]([F:27])([F:26])[F:28])[CH:22]=[CH:21][C:17]=1[NH:59][C:62](=[O:65])[O:47][CH2:48][CH3:53])[C:8]1[N:13]=[CH:12][C:11]([Br:14])=[CH:10][N:9]=1. (2) Given the reactants [NH2:1][C:2]1[N:7]=[CH:6][C:5]([C:8]2[CH:17]=[CH:16][C:15]3[N:14]=[CH:13][C:12]4[N:18]([CH3:35])[C:19](=[N:32][C:33]#[N:34])[N:20]([C:21]5[CH:26]=[CH:25][C:24]([C:27]([C:30]#[N:31])([CH3:29])[CH3:28])=[CH:23][CH:22]=5)[C:11]=4[C:10]=3[CH:9]=2)=[CH:4][C:3]=1[C:36]([F:39])([F:38])[F:37].[CH3:40]C(C)([O-])C.[K+].CI, predict the reaction product. The product is: [C:30]([C:27]([C:24]1[CH:23]=[CH:22][C:21]([N:20]2[C:11]3[C:10]4[CH:9]=[C:8]([C:5]5[CH:6]=[N:7][C:2]([NH:1][CH3:40])=[C:3]([C:36]([F:38])([F:37])[F:39])[CH:4]=5)[CH:17]=[CH:16][C:15]=4[N:14]=[CH:13][C:12]=3[N:18]([CH3:35])[C:19]2=[N:32][C:33]#[N:34])=[CH:26][CH:25]=1)([CH3:28])[CH3:29])#[N:31]. (3) Given the reactants [OH:1][C:2]1[N:6]([C:7]2[CH:12]=[C:11]([C:13]#[N:14])[CH:10]=[CH:9][N:8]=2)[N:5]=[CH:4][CH:3]=1.[Cl:15][C:16]1[CH:21]=[CH:20][C:19]([CH2:22]O)=[C:18]([CH2:24][CH3:25])[CH:17]=1, predict the reaction product. The product is: [Cl:15][C:16]1[CH:21]=[CH:20][C:19]([CH2:22][O:1][C:2]2[N:6]([C:7]3[CH:12]=[C:11]([C:13]#[N:14])[CH:10]=[CH:9][N:8]=3)[N:5]=[CH:4][CH:3]=2)=[C:18]([CH2:24][CH3:25])[CH:17]=1. (4) Given the reactants Cl[C:2]1[C:11]2[C:6](=[CH:7][CH:8]=[C:9]([Br:12])[CH:10]=2)[N:5]=[CH:4][CH:3]=1.[NH:13]1[CH2:18][CH2:17][CH2:16][CH2:15][CH2:14]1, predict the reaction product. The product is: [Br:12][C:9]1[CH:10]=[C:11]2[C:6](=[CH:7][CH:8]=1)[N:5]=[CH:4][CH:3]=[C:2]2[N:13]1[CH2:18][CH2:17][CH2:16][CH2:15][CH2:14]1. (5) The product is: [CH2:44]([O:51][C:52]([C@@:54]1([CH:75]([CH3:77])[CH3:76])[CH2:58][CH2:57][CH:56]([N:59]2[CH2:60][CH2:61][CH:62]([C:65]3[CH:66]=[C:67]([CH:72]=[CH:73][CH:74]=3)[C:68]([O:70][CH3:71])=[O:69])[CH2:63][CH2:64]2)[CH2:55]1)=[O:53])[C:45]1[CH:46]=[CH:47][CH:48]=[CH:49][CH:50]=1.[CH:75]([C@:54]1([C:52]([OH:53])=[O:51])[CH2:58][CH2:57][CH:56]([N:59]2[CH2:64][CH2:63][CH:62]([C:65]3[CH:74]=[CH:73][CH:72]=[C:67]([C:68]([O:70][CH3:71])=[O:69])[CH:66]=3)[CH2:61][CH2:60]2)[CH2:55]1)([CH3:77])[CH3:76]. Given the reactants C([C@]1(C(OCC2C=CC=CC=2)=O)CCC(=O)C1)(C)C.C(OC(C1C=C(C2CCN(C(OC(C)(C)C)=O)CC=2)C=CC=1)=O)C.[CH2:44]([O:51][C:52]([C@@:54]1([CH:75]([CH3:77])[CH3:76])[CH2:58][CH2:57][CH:56]([N:59]2[CH2:64][CH2:63][CH:62]([C:65]3[CH:66]=[C:67]([CH:72]=[CH:73][CH:74]=3)[C:68]([O:70][CH3:71])=[O:69])[CH2:61][CH2:60]2)[CH2:55]1)=[O:53])[C:45]1[CH:50]=[CH:49][CH:48]=[CH:47][CH:46]=1, predict the reaction product. (6) Given the reactants [CH2:1]([O:8][C:9]1[CH:28]=[CH:27][CH:26]=[CH:25][C:10]=1[CH2:11][C:12]1[C:13](=[O:24])[NH:14][NH:15][C:16]=1[C:17]([F:23])([F:22])[C:18]([F:21])([F:20])[F:19])[C:2]1[CH:7]=[CH:6][CH:5]=[CH:4][CH:3]=1.[CH3:29][C:30]([O:32][CH2:33][C@H:34]1[O:39][C@H:38](Br)[C@H:37]([O:41][C:42]([CH3:44])=[O:43])[C@@H:36]([O:45][C:46]([CH3:48])=[O:47])[C@@H:35]1[O:49][C:50]([CH3:52])=[O:51])=[O:31].C(=O)([O-])[O-].[K+].[K+], predict the reaction product. The product is: [CH2:1]([O:8][C:9]1[CH:28]=[CH:27][CH:26]=[CH:25][C:10]=1[CH2:11][C:12]1[C:13]([O:24][C@@H:38]2[O:39][C@H:34]([CH2:33][O:32][C:30](=[O:31])[CH3:29])[C@@H:35]([O:49][C:50](=[O:51])[CH3:52])[C@H:36]([O:45][C:46](=[O:47])[CH3:48])[C@H:37]2[O:41][C:42](=[O:43])[CH3:44])=[N:14][NH:15][C:16]=1[C:17]([F:22])([F:23])[C:18]([F:19])([F:20])[F:21])[C:2]1[CH:7]=[CH:6][CH:5]=[CH:4][CH:3]=1.